This data is from Full USPTO retrosynthesis dataset with 1.9M reactions from patents (1976-2016). The task is: Predict the reactants needed to synthesize the given product. (1) Given the product [C:5]1([C:8]23[CH2:17][CH:12]4[CH2:13][CH:14]([CH2:16][C:10]([C:18]([OH:20])=[O:19])([CH2:11]4)[CH2:9]2)[CH2:15]3)[CH:4]=[CH:3][CH:2]=[CH:7][CH:6]=1, predict the reactants needed to synthesize it. The reactants are: F[C:2]1[CH:7]=[CH:6][C:5]([C:8]23[CH2:17][CH:12]4[CH2:13][CH:14]([CH2:16][C:10]([C:18]([OH:20])=[O:19])([CH2:11]4)[CH2:9]2)[CH2:15]3)=[CH:4][CH:3]=1.ClC1C=CC(C23CC4CC(CC(C(O)=O)(C4)C2)C3)=CC=1.C12(C(=O)C)CC3CC(CC(C3)C1)C2.C1(C23CC4CC(CC(C(=O)C)(C4)C2)C3)C=CC=CC=1.FC1C=CC(C23CC4CC(CC(C(=O)C)(C4)C2)C3)=CC=1.ClC1C=CC(C23CC4CC(CC(C(=O)C)(C4)C2)C3)=CC=1.COC(=O)C(C(C12CC3CC(CC(C3)C1)C2)=O)C(OC)=O.COC(=O)C(C(C12CC3CC(CC(C4C=CC(Cl)=CC=4)(C3)C1)C2)=O)C(OC)=O.ClC1C=CC(C23CC4CC(CC(C(=O)C=CC5C=CC(C#N)=CC=5)(C4)C2)C3)=CC=1. (2) Given the product [C:1]([N:4]1[C:12]2[C:7](=[CH:8][C:9]([C:13](=[O:15])[CH3:14])=[CH:10][CH:11]=2)[C:6](=[C:16]([C:19]2[CH:24]=[CH:23][C:22]([N+:25]([O-:27])=[O:26])=[CH:21][CH:20]=2)[NH:29][CH:30]2[CH2:35][CH2:34][N:33]([CH3:36])[CH2:32][CH2:31]2)[C:5]1=[O:28])(=[O:3])[CH3:2], predict the reactants needed to synthesize it. The reactants are: [C:1]([N:4]1[C:12]2[C:7](=[CH:8][C:9]([C:13](=[O:15])[CH3:14])=[CH:10][CH:11]=2)[C:6](=[C:16]([C:19]2[CH:24]=[CH:23][C:22]([N+:25]([O-:27])=[O:26])=[CH:21][CH:20]=2)OC)[C:5]1=[O:28])(=[O:3])[CH3:2].[NH2:29][CH:30]1[CH2:35][CH2:34][N:33]([CH3:36])[CH2:32][CH2:31]1.